This data is from Full USPTO retrosynthesis dataset with 1.9M reactions from patents (1976-2016). The task is: Predict the reactants needed to synthesize the given product. (1) Given the product [CH:30]1([C:36]([N:20]2[CH2:21][CH2:22][N:17]([C:16]3[C:7]([NH:6][CH:3]4[CH2:4][CH2:5]4)=[N:8][C:9]4[C:14](=[CH:13][CH:12]=[CH:11][CH:10]=4)[N:15]=3)[CH2:18][CH2:19]2)=[O:37])[CH2:35][CH2:34][CH2:33][CH2:32][CH2:31]1, predict the reactants needed to synthesize it. The reactants are: Cl.Cl.[CH:3]1([NH:6][C:7]2[C:16]([N:17]3[CH2:22][CH2:21][NH:20][CH2:19][CH2:18]3)=[N:15][C:14]3[C:9](=[CH:10][CH:11]=[CH:12][CH:13]=3)[N:8]=2)[CH2:5][CH2:4]1.CCN(CC)CC.[CH:30]1([C:36](Cl)=[O:37])[CH2:35][CH2:34][CH2:33][CH2:32][CH2:31]1. (2) Given the product [CH3:16][O:15][C:7]1[CH:8]=[CH:9][CH:10]=[C:11]([N+:12]([O-:14])=[O:13])[C:6]=1[CH2:5][C:1]#[N:2], predict the reactants needed to synthesize it. The reactants are: [C-:1]#[N:2].[Na+].Br[CH2:5][C:6]1[C:11]([N+:12]([O-:14])=[O:13])=[CH:10][CH:9]=[CH:8][C:7]=1[O:15][CH3:16]. (3) The reactants are: [NH2:1][C:2]1[CH:12]=[CH:11][C:5]2[NH:6][C:7](=[O:10])[CH2:8][O:9][C:4]=2[CH:3]=1.CN(C)C=O.[C:18](N1C=CN=C1)(N1C=CN=C1)=[S:19].[N:30](=[C:32]([C:34]1[C:38]([OH:39])=[C:37]([C:40]2[CH:45]=[CH:44][C:43]([C:46]([F:49])([F:48])[F:47])=[CH:42][CH:41]=2)[N:36]([CH3:50])[N:35]=1)[CH3:33])[NH2:31]. Given the product [OH:39][C:38]1[C:34]([C:32](=[N:30][NH:31][C:18](=[S:19])[NH:1][C:2]2[CH:12]=[CH:11][C:5]3[NH:6][C:7](=[O:10])[CH2:8][O:9][C:4]=3[CH:3]=2)[CH3:33])=[N:35][N:36]([CH3:50])[C:37]=1[C:40]1[CH:41]=[CH:42][C:43]([C:46]([F:49])([F:48])[F:47])=[CH:44][CH:45]=1, predict the reactants needed to synthesize it.